This data is from Forward reaction prediction with 1.9M reactions from USPTO patents (1976-2016). The task is: Predict the product of the given reaction. (1) Given the reactants [Cl:1][C:2]1[CH:7]=[CH:6][C:5]([C@H:8]([NH:11][C@@H:12]([CH3:27])[C:13]([NH:15]CC2C=CC(OC)=CC=2OC)=[O:14])[CH2:9][CH3:10])=[C:4]([F:28])[C:3]=1[O:29][C:30]1[CH:35]=[CH:34][CH:33]=[CH:32][CH:31]=1.FC(F)(F)C(O)=O.C1(OC)C=CC=CC=1, predict the reaction product. The product is: [ClH:1].[Cl:1][C:2]1[CH:7]=[CH:6][C:5]([C@H:8]([NH:11][C@@H:12]([CH3:27])[C:13]([NH2:15])=[O:14])[CH2:9][CH3:10])=[C:4]([F:28])[C:3]=1[O:29][C:30]1[CH:35]=[CH:34][CH:33]=[CH:32][CH:31]=1. (2) Given the reactants CO[N:3]=[C:4]1[C:18]2[C:13](=[CH:14][CH:15]=[CH:16][CH:17]=2)[C:6]2([CH2:11][CH2:10][N:9]([CH3:12])[CH2:8][CH2:7]2)[CH2:5]1, predict the reaction product. The product is: [CH3:12][N:9]1[CH2:8][CH2:7][C:6]2([C:13]3[C:18](=[CH:17][CH:16]=[CH:15][CH:14]=3)[CH:4]([NH2:3])[CH2:5]2)[CH2:11][CH2:10]1. (3) Given the reactants [F:1][C:2]1[CH:7]=[C:6]([I:8])[CH:5]=[CH:4][C:3]=1[NH:9][C:10]1[N:15]([CH3:16])[C:14](=[O:17])[C:13]2[CH:18]=[CH:19][O:20][C:12]=2[C:11]=1[C:21](O)=[O:22].[OH:24][C:25]1([CH:29]2[CH2:34][CH2:33][CH2:32][CH2:31][N:30]2[C:35]([O:37][C:38]([CH3:41])([CH3:40])[CH3:39])=[O:36])[CH2:28][NH:27][CH2:26]1, predict the reaction product. The product is: [F:1][C:2]1[CH:7]=[C:6]([I:8])[CH:5]=[CH:4][C:3]=1[NH:9][C:10]1[N:15]([CH3:16])[C:14](=[O:17])[C:13]2[CH:18]=[CH:19][O:20][C:12]=2[C:11]=1[C:21]([N:27]1[CH2:28][C:25]([CH:29]2[CH2:34][CH2:33][CH2:32][CH2:31][N:30]2[C:35]([O:37][C:38]([CH3:41])([CH3:40])[CH3:39])=[O:36])([OH:24])[CH2:26]1)=[O:22]. (4) Given the reactants Br[C:2]1[CH:3]=[C:4]([CH:7]=[CH:8][CH:9]=1)[C:5]#[N:6].[NH:10]1[C:18]2[C:13](=[CH:14][CH:15]=[CH:16][CH:17]=2)[C:12]2([CH:22](B(O)O)[CH2:21][CH2:20][CH2:19]2)[C:11]1=[O:26].C(=O)([O-])[O-].[Na+].[Na+].[OH-].[Na+], predict the reaction product. The product is: [C:5]([C:4]1[CH:3]=[C:2]([C:15]2[CH:14]=[C:13]3[C:18](=[CH:17][CH:16]=2)[NH:10][C:11](=[O:26])[C:12]23[CH2:22][CH2:21][CH2:20][CH2:19]2)[CH:9]=[CH:8][CH:7]=1)#[N:6]. (5) Given the reactants CN(C(ON1N=NC2C=CC=NC1=2)=[N+](C)C)C.F[P-](F)(F)(F)(F)F.[F:25][CH:26]([F:56])[CH2:27][O:28][C:29]1[CH:34]=[CH:33][C:32]([NH:35][C:36](=[O:52])[C:37]2[CH:42]=[C:41]([CH2:43][NH:44][C:45]([C:47]([CH3:50])([CH3:49])[CH3:48])=[O:46])[CH:40]=[CH:39][C:38]=2[Cl:51])=[CH:31][C:30]=1[C:53]([OH:55])=O.[Cl:57][C:58]1[CH:59]=[C:60]([CH:62]=[CH:63][C:64]=1[F:65])[NH2:61], predict the reaction product. The product is: [F:25][CH:26]([F:56])[CH2:27][O:28][C:29]1[CH:34]=[CH:33][C:32]([NH:35][C:36](=[O:52])[C:37]2[CH:42]=[C:41]([CH2:43][NH:44][C:45]([C:47]([CH3:50])([CH3:49])[CH3:48])=[O:46])[CH:40]=[CH:39][C:38]=2[Cl:51])=[CH:31][C:30]=1[C:53]([NH:61][C:60]1[CH:62]=[CH:63][C:64]([F:65])=[C:58]([Cl:57])[CH:59]=1)=[O:55].